This data is from Full USPTO retrosynthesis dataset with 1.9M reactions from patents (1976-2016). The task is: Predict the reactants needed to synthesize the given product. (1) The reactants are: [Cl:1][C:2]1[N:9]=[C:8]([C:10]2[CH:15]=[CH:14][C:13]([CH3:16])=[CH:12][CH:11]=2)[C:7]([C:17]2[CH:22]=[CH:21][CH:20]=[CH:19][CH:18]=2)=[CH:6][C:3]=1[C:4]#[N:5].C1C(=O)N(Br)C(=O)C1.C(OOC(=O)C1C=CC=CC=1)(=O)C1C=CC=CC=1.[NH:49]1[CH2:54][CH2:53][CH:52]([N:55]2[C:59]3=[N:60][CH:61]=[N:62][C:63]([NH2:64])=[C:58]3[CH:57]=[N:56]2)[CH2:51][CH2:50]1.C(N(C(C)C)CC)(C)C. Given the product [NH2:64][C:63]1[N:62]=[CH:61][N:60]=[C:59]2[N:55]([CH:52]3[CH2:53][CH2:54][N:49]([CH2:16][C:13]4[CH:14]=[CH:15][C:10]([C:8]5[C:7]([C:17]6[CH:22]=[CH:21][CH:20]=[CH:19][CH:18]=6)=[CH:6][C:3]([C:4]#[N:5])=[C:2]([Cl:1])[N:9]=5)=[CH:11][CH:12]=4)[CH2:50][CH2:51]3)[N:56]=[CH:57][C:58]=12, predict the reactants needed to synthesize it. (2) Given the product [Br:1][C:2]1[CH:3]=[CH:4][C:5]([N:8]2[C:12]([C:13]3[O:15][C:16](=[O:28])[N:48]([CH3:45])[N:49]=3)=[CH:11][C:10]([CH:18]3[CH2:20][CH2:19]3)=[N:9]2)=[N:6][CH:7]=1, predict the reactants needed to synthesize it. The reactants are: [Br:1][C:2]1[CH:3]=[CH:4][C:5]([N:8]2[C:12]([C:13]([O:15][CH2:16]C)=O)=[CH:11][C:10]([CH:18]3[CH2:20][CH2:19]3)=[N:9]2)=[N:6][CH:7]=1.C1(C(=O)CC(=NOC)C(OCC)=[O:28])CC1.COCCO.BrC1C=C[C:45]([NH:48][NH2:49])=NC=1. (3) Given the product [CH3:11][O:12][C:13](=[O:29])[C@@H:14]([NH:28][C:8]([C:5]1[CH:4]=[CH:3][C:2]([Br:1])=[CH:7][N:6]=1)=[O:10])[CH2:15][C:16]1[CH:21]=[CH:20][C:19]([C:22]2[CH:27]=[CH:26][CH:25]=[CH:24][CH:23]=2)=[CH:18][CH:17]=1, predict the reactants needed to synthesize it. The reactants are: [Br:1][C:2]1[CH:3]=[CH:4][C:5]([C:8]([OH:10])=O)=[N:6][CH:7]=1.[CH3:11][O:12][C:13](=[O:29])[C@@H:14]([NH2:28])[CH2:15][C:16]1[CH:21]=[CH:20][C:19]([C:22]2[CH:27]=[CH:26][CH:25]=[CH:24][CH:23]=2)=[CH:18][CH:17]=1. (4) Given the product [OH2:3].[CH3:8][C:9]1([CH3:27])[O:14][CH2:13][CH:12]([CH2:15][O:16][C:17]2[C:22]([CH3:23])=[CH:21][N:20]=[C:19]([CH2:25][OH:30])[C:18]=2[CH3:26])[CH2:11][O:10]1, predict the reactants needed to synthesize it. The reactants are: C(OC(=O)C)(=[O:3])C.[CH3:8][C:9]1([CH3:27])[O:14][CH2:13][CH:12]([CH2:15][O:16][C:17]2[C:22]([CH3:23])=[CH:21][N+:20]([O-])=[C:19]([CH3:25])[C:18]=2[CH3:26])[CH2:11][O:10]1.C([O-])(=[O:30])C.[Na+].C(OC(C)C)(C)C. (5) Given the product [Cl:1][C:2]1[CH:7]=[CH:6][CH:5]=[CH:4][C:3]=1[C:8]1[N:9]([CH2:25][CH2:26][S:29]([CH3:47])(=[O:34])=[O:30])[C:10]2[C:15]([N:16]=1)=[C:14]([N:17]1[CH2:22][CH2:21][N:20]([CH3:23])[CH2:19][CH2:18]1)[N:13]=[C:12]([CH3:24])[N:11]=2, predict the reactants needed to synthesize it. The reactants are: [Cl:1][C:2]1[CH:7]=[CH:6][CH:5]=[CH:4][C:3]=1[C:8]1[N:9]([CH2:25][CH2:26]SC)[C:10]2[C:15]([N:16]=1)=[C:14]([N:17]1[CH2:22][CH2:21][N:20]([CH3:23])[CH2:19][CH2:18]1)[N:13]=[C:12]([CH3:24])[N:11]=2.[S:29]([O-:34])(O[O-])(=O)=[O:30].[K+].[K+].S(S([O-])=O)([O-])(=O)=O.[Na+].[Na+].O1CCC[CH2:47]1. (6) The reactants are: [N+:1]([C:4]1[CH:9]=[CH:8][C:7]([OH:10])=[CH:6][CH:5]=1)([O-:3])=[O:2].Cl.[CH3:12][N:13]([CH3:17])[CH2:14][CH2:15]Cl.C(=O)([O-])[O-].[K+].[K+]. Given the product [CH3:12][N:13]([CH3:17])[CH2:14][CH2:15][O:10][C:7]1[CH:8]=[CH:9][C:4]([N+:1]([O-:3])=[O:2])=[CH:5][CH:6]=1, predict the reactants needed to synthesize it. (7) Given the product [CH3:13][NH:14][C:2]1[N:10]=[CH:9][N:8]=[C:7]2[C:3]=1[N:4]=[CH:5][NH:6]2, predict the reactants needed to synthesize it. The reactants are: Cl[C:2]1[N:10]=[CH:9][N:8]=[C:7]2[C:3]=1[NH:4][CH:5]=[N:6]2.CO.[CH3:13][NH2:14]. (8) Given the product [C:1]([O:5][C:6]([N:8]1[C:16]2[C:11](=[C:12]([CH2:17][N:18]3[C:22]4[CH:23]=[CH:24][C:25]([F:27])=[CH:26][C:21]=4[N:20]([C@@H:28]4[CH2:33][CH2:32][N:31]([C:34]5[CH:39]=[C:38]([Cl:40])[CH:37]=[CH:36][C:35]=5[N+:41]([O-:43])=[O:42])[CH2:30][C@H:29]4[O:44][C:45](=[O:47])[CH3:46])[C:19]3=[N:48][C:54]([O:53][C:50]([CH3:52])([CH3:51])[CH3:49])=[O:55])[CH:13]=[CH:14][CH:15]=2)[CH:10]=[CH:9]1)=[O:7])([CH3:4])([CH3:2])[CH3:3], predict the reactants needed to synthesize it. The reactants are: [C:1]([O:5][C:6]([N:8]1[C:16]2[C:11](=[C:12]([CH2:17][N:18]3[C:22]4[CH:23]=[CH:24][C:25]([F:27])=[CH:26][C:21]=4[N:20]([C@@H:28]4[CH2:33][CH2:32][N:31]([C:34]5[CH:39]=[C:38]([Cl:40])[CH:37]=[CH:36][C:35]=5[N+:41]([O-:43])=[O:42])[CH2:30][C@H:29]4[O:44][C:45](=[O:47])[CH3:46])[C:19]3=[NH:48])[CH:13]=[CH:14][CH:15]=2)[CH:10]=[CH:9]1)=[O:7])([CH3:4])([CH3:3])[CH3:2].[CH3:49][C:50]([O:53][C:54](O[C:54]([O:53][C:50]([CH3:52])([CH3:51])[CH3:49])=[O:55])=[O:55])([CH3:52])[CH3:51].N1C=CN=C1. (9) Given the product [CH2:24]([O:22][C:21]([C:10]1[CH2:9][CH:8]([C:5]2[CH:4]=[CH:3][C:2]([Cl:1])=[CH:7][CH:6]=2)[N:12]([C:13]2[CH:18]=[CH:17][C:16]([Cl:19])=[CH:15][C:14]=2[Cl:20])[N:11]=1)=[O:23])[CH3:25], predict the reactants needed to synthesize it. The reactants are: [Cl:1][C:2]1[CH:7]=[CH:6][C:5]([CH:8]2[N:12]([C:13]3[CH:18]=[CH:17][C:16]([Cl:19])=[CH:15][C:14]=3[Cl:20])[N:11]=[C:10]([C:21]([OH:23])=[O:22])[CH2:9]2)=[CH:4][CH:3]=1.[CH2:24](O)[CH3:25].O.C1(C)C=CC(S(O)(=O)=O)=CC=1.